Dataset: NCI-60 drug combinations with 297,098 pairs across 59 cell lines. Task: Regression. Given two drug SMILES strings and cell line genomic features, predict the synergy score measuring deviation from expected non-interaction effect. Drug 1: CC1=C2C(C(=O)C3(C(CC4C(C3C(C(C2(C)C)(CC1OC(=O)C(C(C5=CC=CC=C5)NC(=O)OC(C)(C)C)O)O)OC(=O)C6=CC=CC=C6)(CO4)OC(=O)C)OC)C)OC. Drug 2: CC1CCC2CC(C(=CC=CC=CC(CC(C(=O)C(C(C(=CC(C(=O)CC(OC(=O)C3CCCCN3C(=O)C(=O)C1(O2)O)C(C)CC4CCC(C(C4)OC)O)C)C)O)OC)C)C)C)OC. Cell line: OVCAR-4. Synergy scores: CSS=51.4, Synergy_ZIP=4.58, Synergy_Bliss=4.06, Synergy_Loewe=9.13, Synergy_HSA=11.6.